From a dataset of Full USPTO retrosynthesis dataset with 1.9M reactions from patents (1976-2016). Predict the reactants needed to synthesize the given product. (1) The reactants are: [Cl:1][C:2]1[CH:27]=[CH:26][C:5]([C:6]([NH:8][C@H:9]([C:20]2[CH:25]=[CH:24][CH:23]=[CH:22][CH:21]=2)[CH2:10][CH2:11][NH:12]C(=O)OC(C)(C)C)=[O:7])=[CH:4][C:3]=1[NH:28][C:29]([C:31]1[C:42](=[O:43])[NH:41][C:34]2[N:35]=[C:36]([O:39][CH3:40])[N:37]=[CH:38][C:33]=2[CH:32]=1)=[O:30].FC(F)(F)C(O)=O. Given the product [NH2:12][CH2:11][CH2:10][C@H:9]([NH:8][C:6]([C:5]1[CH:26]=[CH:27][C:2]([Cl:1])=[C:3]([NH:28][C:29]([C:31]2[C:42](=[O:43])[NH:41][C:34]3[N:35]=[C:36]([O:39][CH3:40])[N:37]=[CH:38][C:33]=3[CH:32]=2)=[O:30])[CH:4]=1)=[O:7])[C:20]1[CH:21]=[CH:22][CH:23]=[CH:24][CH:25]=1, predict the reactants needed to synthesize it. (2) Given the product [ClH:19].[N:20]1([CH2:26][CH2:27][NH:28][S:16]([C:14]2[O:15][C:11]([C:5]3[CH:4]=[C:3]([CH2:1][CH3:2])[C:8](=[O:9])[NH:7][C:6]=3[CH3:10])=[CH:12][CH:13]=2)(=[O:18])=[O:17])[CH2:25][CH2:24][CH2:23][CH2:22][CH2:21]1, predict the reactants needed to synthesize it. The reactants are: [CH2:1]([C:3]1[C:8](=[O:9])[NH:7][C:6]([CH3:10])=[C:5]([C:11]2[O:15][C:14]([S:16]([Cl:19])(=[O:18])=[O:17])=[CH:13][CH:12]=2)[CH:4]=1)[CH3:2].[N:20]1([CH2:26][CH2:27][NH2:28])[CH2:25][CH2:24][CH2:23][CH2:22][CH2:21]1.